From a dataset of Reaction yield outcomes from USPTO patents with 853,638 reactions. Predict the reaction yield, written as a fraction of the theoretical maximum amount of product (1.0 means a 100% yield; for example, 0.34 means a 34% yield). The reactants are Br[C:2]1[CH:3]=[C:4]([CH:9]=[C:10]([N:12]([CH3:17])[S:13]([CH3:16])(=[O:15])=[O:14])[CH:11]=1)[C:5]([O:7]C)=[O:6].C([Sn](CCCC)(CCCC)[C:23]1[O:24][CH:25]=[CH:26][CH:27]=1)CCC.[Cl-].[Li+].CN(C)C=O. The catalyst is C(OCC)(=O)C.C1(C)C=CC=CC=1. The product is [O:24]1[CH:25]=[CH:26][CH:27]=[C:23]1[C:2]1[CH:3]=[C:4]([CH:9]=[C:10]([N:12]([CH3:17])[S:13]([CH3:16])(=[O:14])=[O:15])[CH:11]=1)[C:5]([OH:7])=[O:6]. The yield is 0.710.